This data is from Catalyst prediction with 721,799 reactions and 888 catalyst types from USPTO. The task is: Predict which catalyst facilitates the given reaction. (1) Reactant: [F:1][C:2]1[CH:7]=[C:6]([N+:8]([O-])=O)[CH:5]=[CH:4][C:3]=1[C:11]([CH3:15])([CH3:14])[C:12]#[N:13]. Product: [NH2:8][C:6]1[CH:5]=[CH:4][C:3]([C:11]([CH3:14])([CH3:15])[C:12]#[N:13])=[C:2]([F:1])[CH:7]=1. The catalyst class is: 19. (2) Reactant: [CH2:1]([O:8][C:9]1[CH:10]=[C:11]([C:15]([CH3:19])([CH3:18])[CH:16]=O)[CH:12]=[CH:13][CH:14]=1)[C:2]1[CH:7]=[CH:6][CH:5]=[CH:4][CH:3]=1.[N:20]1C=CC=[CH:22][CH:21]=1.C([O-])(=O)C.[NH4+].C(CC(O)=O)#N. Product: [CH2:1]([O:8][C:9]1[CH:10]=[C:11]([C:15]([CH3:19])([CH3:18])/[CH:16]=[CH:22]/[C:21]#[N:20])[CH:12]=[CH:13][CH:14]=1)[C:2]1[CH:7]=[CH:6][CH:5]=[CH:4][CH:3]=1. The catalyst class is: 133. (3) Reactant: [C:1]([O:5][C:6]([N:8]1[CH2:12][CH2:11][CH2:10][C@H:9]1[C@@H:13]([OH:37])[C@H:14]([N:22](CC1C=CC=CC=1)CC1C=CC=CC=1)[CH2:15][C:16]1[CH:21]=[CH:20][CH:19]=[CH:18][CH:17]=1)=[O:7])([CH3:4])([CH3:3])[CH3:2].[H][H]. Product: [C:1]([O:5][C:6]([N:8]1[CH2:12][CH2:11][CH2:10][C@H:9]1[C@@H:13]([OH:37])[C@H:14]([NH2:22])[CH2:15][C:16]1[CH:17]=[CH:18][CH:19]=[CH:20][CH:21]=1)=[O:7])([CH3:4])([CH3:2])[CH3:3]. The catalyst class is: 105.